This data is from Retrosynthesis with 50K atom-mapped reactions and 10 reaction types from USPTO. The task is: Predict the reactants needed to synthesize the given product. Given the product O=C1NCC(O)c2cc3cccnc3n21, predict the reactants needed to synthesize it. The reactants are: O=C1NCC(OC2CCCCO2)c2cc3cccnc3n21.